From a dataset of Full USPTO retrosynthesis dataset with 1.9M reactions from patents (1976-2016). Predict the reactants needed to synthesize the given product. (1) Given the product [CH3:13][N:14]([CH2:2][C:3]1[CH:12]=[CH:11][C:6]([C:7]([O:9][CH3:10])=[O:8])=[CH:5][CH:4]=1)[CH3:15], predict the reactants needed to synthesize it. The reactants are: Br[CH2:2][C:3]1[CH:12]=[CH:11][C:6]([C:7]([O:9][CH3:10])=[O:8])=[CH:5][CH:4]=1.[CH3:13][NH:14][CH3:15]. (2) Given the product [Cl:11][C:12]1[CH:17]=[CH:16][C:15]([C:2]2[C:3]3[CH:10]=[CH:9][NH:8][C:4]=3[N:5]=[CH:6][N:7]=2)=[CH:14][CH:13]=1, predict the reactants needed to synthesize it. The reactants are: Cl[C:2]1[C:3]2[CH:10]=[CH:9][NH:8][C:4]=2[N:5]=[CH:6][N:7]=1.[Cl:11][C:12]1[CH:17]=[CH:16][C:15](B(O)O)=[CH:14][CH:13]=1.C(=O)([O-])[O-].[K+].[K+].COCCOC. (3) Given the product [ClH:26].[NH2:7][CH:8]([CH3:20])[CH2:9][C:10]1[C:11]([O:18][CH3:19])=[CH:12][C:13]([CH3:17])=[C:14]([O:16][S:23]([CH3:22])(=[O:25])=[O:24])[CH:15]=1, predict the reactants needed to synthesize it. The reactants are: C(OC(=O)[NH:7][CH:8]([CH3:20])[CH2:9][C:10]1[CH:15]=[C:14]([OH:16])[C:13]([CH3:17])=[CH:12][C:11]=1[O:18][CH3:19])(C)(C)C.[CH3:22][S:23]([Cl:26])(=[O:25])=[O:24].